Dataset: Peptide-MHC class II binding affinity with 134,281 pairs from IEDB. Task: Regression. Given a peptide amino acid sequence and an MHC pseudo amino acid sequence, predict their binding affinity value. This is MHC class II binding data. (1) The peptide sequence is SDQIEQEADNMITEM. The MHC is DRB1_0101 with pseudo-sequence DRB1_0101. The binding affinity (normalized) is 0.117. (2) The peptide sequence is GELQIVDKADAAFKI. The MHC is DRB4_0101 with pseudo-sequence DRB4_0103. The binding affinity (normalized) is 0.775. (3) The peptide sequence is PVNEALAAAGLVGVL. The MHC is HLA-DQA10102-DQB10501 with pseudo-sequence HLA-DQA10102-DQB10501. The binding affinity (normalized) is 0.661. (4) The peptide sequence is AYESYKFIPALEAAVKQAYAATVAAA. The MHC is DRB4_0101 with pseudo-sequence DRB4_0103. The binding affinity (normalized) is 0.391. (5) The peptide sequence is YDKFLANVWTVLTGK. The MHC is DRB1_0802 with pseudo-sequence DRB1_0802. The binding affinity (normalized) is 0.733. (6) The peptide sequence is FEVDQTKIQYVIRAQ. The MHC is DRB1_1101 with pseudo-sequence DRB1_1101. The binding affinity (normalized) is 0.744.